From a dataset of Reaction yield outcomes from USPTO patents with 853,638 reactions. Predict the reaction yield, written as a fraction of the theoretical maximum amount of product (1.0 means a 100% yield; for example, 0.34 means a 34% yield). (1) The reactants are [CH2:1]([C@H:5]1[O:7][C@@H:6]1[C:8]([OH:10])=O)[CH2:2][CH2:3][CH3:4].CCCCC(F)(F)C(O)CC[C@@H]1[C@@H](CCCCCCC(O)=O)C(=O)C[C@H]1O.C1CCC(NC2CCCCC2)CC1.C(Cl)(=O)C(C)(C)C.C(N(CC)CC)C.Cl.[CH3:66][O:67][C:68](=[O:78])[C@H:69]([CH2:71][C:72]1[CH:77]=[CH:76][CH:75]=[CH:74][CH:73]=1)[NH2:70]. The catalyst is O1CCCC1. The product is [CH3:66][O:67][C:68](=[O:78])[C@@H:69]([NH:70][C:8]([C@@H:6]1[C@@H:5]([CH2:1][CH2:2][CH2:3][CH3:4])[O:7]1)=[O:10])[CH2:71][C:72]1[CH:77]=[CH:76][CH:75]=[CH:74][CH:73]=1. The yield is 1.00. (2) The reactants are [CH3:1][C:2]([CH3:28])([CH:6]([C:22]1[CH:27]=[CH:26][CH:25]=[CH:24][CH:23]=1)[C:7]1[CH:15]=[C:14]2[C:10]([C:11]([C:16]3[CH:21]=[CH:20][CH:19]=[CH:18][CH:17]=3)=[N:12][NH:13]2)=[CH:9][CH:8]=1)[C:3]([OH:5])=O.[NH2:29][C:30]1[S:31][CH:32]=[CH:33][N:34]=1.C(N(C(C)C)CC)(C)C.CN(C(ON1N=NC2C=CC=NC1=2)=[N+](C)C)C.F[P-](F)(F)(F)(F)F. The catalyst is CN(C=O)C. The product is [CH3:1][C:2]([CH3:28])([CH:6]([C:22]1[CH:23]=[CH:24][CH:25]=[CH:26][CH:27]=1)[C:7]1[CH:15]=[C:14]2[C:10]([C:11]([C:16]3[CH:21]=[CH:20][CH:19]=[CH:18][CH:17]=3)=[N:12][NH:13]2)=[CH:9][CH:8]=1)[C:3]([NH:29][C:30]1[S:31][CH:32]=[CH:33][N:34]=1)=[O:5]. The yield is 0.280. (3) The yield is 0.920. The product is [Cl:35][C:31]1[C:30]([F:36])=[C:29]([C@@H:10]2[C@:11]([C:21]3[CH:26]=[CH:25][C:24]([Cl:27])=[CH:23][C:22]=3[F:28])([C:19]#[N:20])[C@H:12]([CH2:14][C:15]([CH3:17])([CH3:18])[CH3:16])[CH2:13][N:9]2[C:7]([NH:6][CH2:5][C:4]([OH:37])=[O:3])=[O:8])[CH:34]=[CH:33][CH:32]=1. The reactants are C([O:3][C:4](=[O:37])[CH2:5][NH:6][C:7]([N:9]1[CH2:13][C@@H:12]([CH2:14][C:15]([CH3:18])([CH3:17])[CH3:16])[C@@:11]([C:21]2[CH:26]=[CH:25][C:24]([Cl:27])=[CH:23][C:22]=2[F:28])([C:19]#[N:20])[C@H:10]1[C:29]1[CH:34]=[CH:33][CH:32]=[C:31]([Cl:35])[C:30]=1[F:36])=[O:8])C.O.[OH-].[Li+]. No catalyst specified. (4) The reactants are [NH:1]1[CH2:6][CH2:5][CH2:4][CH2:3][CH:2]1[CH2:7][CH2:8][O:9][C:10]1[CH:19]=[C:18]2[C:13]([C:14](=O)[NH:15][CH:16]=[N:17]2)=[CH:12][CH:11]=1.O=P(Cl)(Cl)[Cl:23]. No catalyst specified. The yield is 0.950. The product is [Cl:23][C:14]1[C:13]2[C:18](=[CH:19][C:10]([O:9][CH2:8][CH2:7][CH:2]3[CH2:3][CH2:4][CH2:5][CH2:6][NH:1]3)=[CH:11][CH:12]=2)[N:17]=[CH:16][N:15]=1. (5) The reactants are [I:1][C:2]1[CH:7]=[CH:6][N:5]=[C:4]2[N:8]([C:15]3[CH:22]=[CH:21][C:18]([C:19]#[N:20])=[CH:17][C:16]=3[N+:23]([O-])=O)[N:9]=[C:10]([C:11]([F:14])([F:13])[F:12])[C:3]=12.CO.O.[Cl-].[NH4+]. The catalyst is C1COCC1.C(OCC)(=O)C.[Fe]. The product is [NH2:23][C:16]1[CH:17]=[C:18]([CH:21]=[CH:22][C:15]=1[N:8]1[C:4]2=[N:5][CH:6]=[CH:7][C:2]([I:1])=[C:3]2[C:10]([C:11]([F:14])([F:13])[F:12])=[N:9]1)[C:19]#[N:20]. The yield is 0.960.